This data is from Full USPTO retrosynthesis dataset with 1.9M reactions from patents (1976-2016). The task is: Predict the reactants needed to synthesize the given product. Given the product [Cl:1][C:2]1[N:3]=[C:4]([N:13]2[CH2:18][CH2:17][O:16][CH2:15][CH2:14]2)[C:5]2[S:10][C:9]([CH2:11][N:24]3[CH2:25][CH2:26][CH:21]([N:20]([CH3:27])[CH3:19])[CH2:22][CH2:23]3)=[CH:8][C:6]=2[N:7]=1, predict the reactants needed to synthesize it. The reactants are: [Cl:1][C:2]1[N:3]=[C:4]([N:13]2[CH2:18][CH2:17][O:16][CH2:15][CH2:14]2)[C:5]2[S:10][C:9]([CH:11]=O)=[CH:8][C:6]=2[N:7]=1.[CH3:19][N:20]([CH3:27])[CH:21]1[CH2:26][CH2:25][NH:24][CH2:23][CH2:22]1.C(O[BH-](OC(=O)C)OC(=O)C)(=O)C.